From a dataset of NCI-60 drug combinations with 297,098 pairs across 59 cell lines. Regression. Given two drug SMILES strings and cell line genomic features, predict the synergy score measuring deviation from expected non-interaction effect. (1) Drug 1: CCN(CC)CCNC(=O)C1=C(NC(=C1C)C=C2C3=C(C=CC(=C3)F)NC2=O)C. Drug 2: CN(CC1=CN=C2C(=N1)C(=NC(=N2)N)N)C3=CC=C(C=C3)C(=O)NC(CCC(=O)O)C(=O)O. Cell line: COLO 205. Synergy scores: CSS=37.2, Synergy_ZIP=-7.14, Synergy_Bliss=0.0299, Synergy_Loewe=-14.1, Synergy_HSA=2.12. (2) Drug 1: COC1=C(C=C2C(=C1)N=CN=C2NC3=CC(=C(C=C3)F)Cl)OCCCN4CCOCC4. Drug 2: C1=CN(C=N1)CC(O)(P(=O)(O)O)P(=O)(O)O. Cell line: HCC-2998. Synergy scores: CSS=2.67, Synergy_ZIP=2.15, Synergy_Bliss=-6.59, Synergy_Loewe=-5.66, Synergy_HSA=-5.26. (3) Drug 1: COC1=CC(=CC(=C1O)OC)C2C3C(COC3=O)C(C4=CC5=C(C=C24)OCO5)OC6C(C(C7C(O6)COC(O7)C8=CC=CS8)O)O. Drug 2: CC1=C(C=C(C=C1)C(=O)NC2=CC(=CC(=C2)C(F)(F)F)N3C=C(N=C3)C)NC4=NC=CC(=N4)C5=CN=CC=C5. Cell line: IGROV1. Synergy scores: CSS=39.1, Synergy_ZIP=3.14, Synergy_Bliss=5.31, Synergy_Loewe=-5.84, Synergy_HSA=4.67.